From a dataset of Full USPTO retrosynthesis dataset with 1.9M reactions from patents (1976-2016). Predict the reactants needed to synthesize the given product. (1) Given the product [C:1]([O:5][C:6]([N:8]1[CH2:13][CH2:12][C:11]2([C:23]3[C:22](=[CH:21][CH:20]=[C:19]([F:18])[CH:24]=3)[N:25]=[CH:14]2)[CH2:10][CH2:9]1)=[O:7])([CH3:4])([CH3:2])[CH3:3], predict the reactants needed to synthesize it. The reactants are: [C:1]([O:5][C:6]([N:8]1[CH2:13][CH2:12][C:11](=[CH:14]OC)[CH2:10][CH2:9]1)=[O:7])([CH3:4])([CH3:3])[CH3:2].Cl.[F:18][C:19]1[CH:24]=[CH:23][C:22]([NH:25]N)=[CH:21][CH:20]=1.FC(F)(F)C(O)=O.[OH-].[NH4+]. (2) The reactants are: Br[C:2]1[C:3]([C:22]([O:24][CH2:25][CH3:26])=[O:23])=[N:4][N:5]([CH2:8][C:9]2[CH:14]=[CH:13][C:12]([C:15]([O:17][C:18]([CH3:21])([CH3:20])[CH3:19])=[O:16])=[CH:11][CH:10]=2)[C:6]=1[CH3:7].[Cl:27][C:28]1[CH:35]=[C:34](B2OC(C)(C)C(C)(C)O2)[CH:33]=[CH:32][C:29]=1[C:30]#[N:31].C(N(CC)CC)C.[Cl-].[NH4+]. Given the product [C:18]([O:17][C:15]([C:12]1[CH:13]=[CH:14][C:9]([CH2:8][N:5]2[C:6]([CH3:7])=[C:2]([C:34]3[CH:33]=[CH:32][C:29]([C:30]#[N:31])=[C:28]([Cl:27])[CH:35]=3)[C:3]([C:22]([O:24][CH2:25][CH3:26])=[O:23])=[N:4]2)=[CH:10][CH:11]=1)=[O:16])([CH3:21])([CH3:20])[CH3:19], predict the reactants needed to synthesize it. (3) Given the product [C:16]([O:35][CH2:42][CH2:41][CH2:40][CH2:39][O:38][CH:36]=[CH2:37])(=[O:34])[CH2:17][CH2:18][CH2:19][CH2:20][CH2:21][CH2:22][CH2:23][CH2:24][CH2:25][CH2:26][CH2:27][CH2:28][CH2:29][CH2:30][CH2:31][CH2:32][CH3:33], predict the reactants needed to synthesize it. The reactants are: C1(N=C=NC2CCCCC2)CCCCC1.[C:16]([OH:35])(=[O:34])[CH2:17][CH2:18][CH2:19][CH2:20][CH2:21][CH2:22][CH2:23][CH2:24][CH2:25][CH2:26][CH2:27][CH2:28][CH2:29][CH2:30][CH2:31][CH2:32][CH3:33].[CH:36]([O:38][CH2:39][CH2:40][CH2:41][CH2:42]O)=[CH2:37].CN(C1C=CC=CN=1)C. (4) Given the product [O:1]1[CH2:6][CH2:5][N:4]([C:7]2[O:8][C:9]3[CH:15]=[CH:14][C:13]([NH2:16])=[CH:12][C:10]=3[N:11]=2)[CH2:3][CH2:2]1, predict the reactants needed to synthesize it. The reactants are: [O:1]1[CH2:6][CH2:5][N:4]([C:7]2[O:8][C:9]3[CH:15]=[CH:14][C:13]([N+:16]([O-])=O)=[CH:12][C:10]=3[N:11]=2)[CH2:3][CH2:2]1.S(S([O-])=O)([O-])=O.[Na+].[Na+]. (5) The reactants are: [CH3:1][O:2][C:3](=[O:12])[C:4]1[CH:9]=[CH:8][C:7](F)=[CH:6][C:5]=1[Br:11].[OH:13][CH:14]1[CH2:19][CH2:18][NH:17][CH2:16][CH2:15]1.C(=O)([O-])[O-].[K+].[K+]. Given the product [CH3:1][O:2][C:3](=[O:12])[C:4]1[CH:9]=[CH:8][C:7]([N:17]2[CH2:18][CH2:19][CH:14]([OH:13])[CH2:15][CH2:16]2)=[CH:6][C:5]=1[Br:11], predict the reactants needed to synthesize it. (6) Given the product [CH3:1][O:2][C:3]1[N:8]=[C:7]([NH:13][CH:14]([CH2:17][OH:18])[CH2:15][OH:16])[C:6]([N+:10]([O-:12])=[O:11])=[CH:5][CH:4]=1, predict the reactants needed to synthesize it. The reactants are: [CH3:1][O:2][C:3]1[N:8]=[C:7](Cl)[C:6]([N+:10]([O-:12])=[O:11])=[CH:5][CH:4]=1.[NH2:13][CH:14]([CH2:17][OH:18])[CH2:15][OH:16]. (7) Given the product [CH:1]1([NH:7][C:15](=[O:19])[CH:16]([CH3:18])[CH3:17])[CH2:6][CH2:5][CH2:4][CH2:3][CH2:2]1, predict the reactants needed to synthesize it. The reactants are: [CH:1]1([NH2:7])[CH2:6][CH2:5][CH2:4][CH2:3][CH2:2]1.C(N(CC)CC)C.[C:15](Cl)(=[O:19])[CH:16]([CH3:18])[CH3:17]. (8) Given the product [C:18]([O:17][C:15]([NH:1][CH:2]([C:6]1[CH:11]=[CH:10][CH:9]=[C:8]([F:12])[CH:7]=1)[C:3]([OH:5])=[O:4])=[O:16])([CH3:21])([CH3:20])[CH3:19], predict the reactants needed to synthesize it. The reactants are: [NH2:1][CH:2]([C:6]1[CH:11]=[CH:10][CH:9]=[C:8]([F:12])[CH:7]=1)[C:3]([OH:5])=[O:4].[OH-].[Na+].[C:15](O[C:15]([O:17][C:18]([CH3:21])([CH3:20])[CH3:19])=[O:16])([O:17][C:18]([CH3:21])([CH3:20])[CH3:19])=[O:16].